Dataset: Peptide-MHC class I binding affinity with 185,985 pairs from IEDB/IMGT. Task: Regression. Given a peptide amino acid sequence and an MHC pseudo amino acid sequence, predict their binding affinity value. This is MHC class I binding data. (1) The peptide sequence is LLSSTRVPNY. The MHC is HLA-A30:02 with pseudo-sequence HLA-A30:02. The binding affinity (normalized) is 0.290. (2) The peptide sequence is KTNTKHCPK. The MHC is HLA-A03:01 with pseudo-sequence HLA-A03:01. The binding affinity (normalized) is 0.818.